This data is from Forward reaction prediction with 1.9M reactions from USPTO patents (1976-2016). The task is: Predict the product of the given reaction. (1) Given the reactants [ClH:1].N1(CCNC2N=C([C@@H](N)CC3C=C(F)C=C(F)C=3)C(C3C=CC(F)=C(C=3)C(N)=O)=CN=2)C=CN=N1.[F:37][C:38]1[CH:39]=[C:40]([CH2:45][C@H:46]([NH:68]C(=O)OC(C)(C)C)[C:47]2[C:52]([C:53]3[CH:54]=[C:55]4[C:59](=[CH:60][CH:61]=3)[CH2:58][NH:57][C:56]4=[O:62])=[CH:51][N:50]=[C:49]([N:63]3[CH:67]=[N:66][CH:65]=[N:64]3)[N:48]=2)[CH:41]=[C:42]([F:44])[CH:43]=1, predict the reaction product. The product is: [ClH:1].[NH2:68][C@H:46]([C:47]1[C:52]([C:53]2[CH:54]=[C:55]3[C:59]([CH2:58][NH:57][C:56]3=[O:62])=[CH:60][CH:61]=2)=[CH:51][N:50]=[C:49]([N:63]2[CH:67]=[N:66][CH:65]=[N:64]2)[N:48]=1)[CH2:45][C:40]1[CH:41]=[C:42]([F:44])[CH:43]=[C:38]([F:37])[CH:39]=1. (2) Given the reactants [CH3:1][O:2]/[C:3](=[CH:7]\[C:8]1[C:13]2[S:14][CH:15]=[CH:16][C:12]=2[C:11]([O:17][CH2:18][CH2:19][C:20]2[N:21]=[C:22]([C:26]3[CH:31]=[CH:30][CH:29]=[CH:28][CH:27]=3)[O:23][C:24]=2[CH3:25])=[CH:10][CH:9]=1)/[C:4]([OH:6])=[O:5].[H][H], predict the reaction product. The product is: [CH3:1][O:2][C@@H:3]([CH2:7][C:8]1[C:13]2[S:14][CH:15]=[CH:16][C:12]=2[C:11]([O:17][CH2:18][CH2:19][C:20]2[N:21]=[C:22]([C:26]3[CH:31]=[CH:30][CH:29]=[CH:28][CH:27]=3)[O:23][C:24]=2[CH3:25])=[CH:10][CH:9]=1)[C:4]([OH:6])=[O:5]. (3) The product is: [CH3:24][C:25]1[CH:26]=[CH:27][C:28]([C:41]([NH:1][C:2]2[CH:23]=[CH:22][C:5]([O:6][CH2:7][CH2:8][C:9]3[N:10]=[C:11]([NH:14][C:15](=[O:21])[O:16][C:17]([CH3:20])([CH3:18])[CH3:19])[S:12][CH:13]=3)=[CH:4][CH:3]=2)=[O:42])=[C:29]([C:31]2[CH:36]=[CH:35][C:34]([C:37]([F:38])([F:39])[F:40])=[CH:33][CH:32]=2)[CH:30]=1. Given the reactants [NH2:1][C:2]1[CH:23]=[CH:22][C:5]([O:6][CH2:7][CH2:8][C:9]2[N:10]=[C:11]([NH:14][C:15](=[O:21])[O:16][C:17]([CH3:20])([CH3:19])[CH3:18])[S:12][CH:13]=2)=[CH:4][CH:3]=1.[CH3:24][C:25]1[CH:30]=[C:29]([C:31]2[CH:36]=[CH:35][C:34]([C:37]([F:40])([F:39])[F:38])=[CH:33][CH:32]=2)[C:28]([C:41](O)=[O:42])=[CH:27][CH:26]=1.ON1C2C=CC=CC=2N=N1.Cl.CN(C)CCCN=C=NCC, predict the reaction product. (4) Given the reactants C([O:8][C:9]1[C:14](=[O:15])[N:13]=[C:12]([CH2:16][C:17]2([C:23]3[CH:28]=[CH:27][CH:26]=[CH:25][CH:24]=3)[CH2:22][CH2:21][CH2:20][CH2:19][CH2:18]2)[N:11]2[CH2:29][CH2:30][N:31]([CH:34]([CH3:36])[CH3:35])[C:32](=[O:33])[C:10]=12)C1C=CC=CC=1.Cl, predict the reaction product. The product is: [OH:8][C:9]1[C:14](=[O:15])[N:13]=[C:12]([CH2:16][C:17]2([C:23]3[CH:28]=[CH:27][CH:26]=[CH:25][CH:24]=3)[CH2:18][CH2:19][CH2:20][CH2:21][CH2:22]2)[N:11]2[CH2:29][CH2:30][N:31]([CH:34]([CH3:36])[CH3:35])[C:32](=[O:33])[C:10]=12.